From a dataset of Full USPTO retrosynthesis dataset with 1.9M reactions from patents (1976-2016). Predict the reactants needed to synthesize the given product. Given the product [F:1][C:2]1[CH:3]=[C:4]([C:15]2[O:19][N:18]=[C:17]([C:20]3[S:24][C:23]([CH2:25][N:26]4[CH2:27][CH:28]([C:30]([OH:32])=[O:31])[CH2:29]4)=[CH:22][C:21]=3[CH3:34])[N:16]=2)[CH:5]=[CH:6][C:7]=1[O:8][C:9]1[CH:10]=[CH:11][CH:12]=[CH:13][CH:14]=1, predict the reactants needed to synthesize it. The reactants are: [F:1][C:2]1[CH:3]=[C:4]([C:15]2[O:19][N:18]=[C:17]([C:20]3[S:24][C:23]([CH2:25][N:26]4[CH2:29][CH:28]([C:30]([O:32]C)=[O:31])[CH2:27]4)=[CH:22][C:21]=3[CH3:34])[N:16]=2)[CH:5]=[CH:6][C:7]=1[O:8][C:9]1[CH:14]=[CH:13][CH:12]=[CH:11][CH:10]=1.O.[OH-].[Li+].C(O)(=O)C.